From a dataset of Forward reaction prediction with 1.9M reactions from USPTO patents (1976-2016). Predict the product of the given reaction. (1) Given the reactants Br[CH2:2][C:3]1[C:4]([O:18][CH3:19])=[N:5][C:6]2[C:11]([C:12]=1[Cl:13])=[CH:10][C:9]([C:14]([O:16][CH3:17])=[O:15])=[CH:8][CH:7]=2.[O:20]1CCOCC1.O, predict the reaction product. The product is: [Cl:13][C:12]1[C:11]2[C:6](=[CH:7][CH:8]=[C:9]([C:14]([O:16][CH3:17])=[O:15])[CH:10]=2)[N:5]=[C:4]([O:18][CH3:19])[C:3]=1[CH2:2][OH:20]. (2) Given the reactants I[C:2]1[CH:3]=[C:4]2[C:9](=[CH:10][CH:11]=1)[N:8]=[CH:7][N:6]=[C:5]2[O:12][C:13]1[CH:18]=[CH:17][CH:16]=[CH:15][CH:14]=1.[C:19]([O:23][CH3:24])(=[O:22])[CH:20]=[CH2:21].C1C=CC(P(C2C=CC=CC=2)C2C=CC=CC=2)=CC=1.N#N, predict the reaction product. The product is: [CH3:24][O:23][C:19](=[O:22])/[CH:20]=[CH:21]/[C:2]1[CH:3]=[C:4]2[C:9](=[CH:10][CH:11]=1)[N:8]=[CH:7][N:6]=[C:5]2[O:12][C:13]1[CH:18]=[CH:17][CH:16]=[CH:15][CH:14]=1. (3) Given the reactants [F:1][C:2]1[C:3]([CH2:23][NH:24][CH3:25])=[CH:4][N:5]([S:14]([C:17]2[CH:18]=[N:19][CH:20]=[CH:21][CH:22]=2)(=[O:16])=[O:15])[C:6]=1[C:7]1[C:8]([F:13])=[N:9][CH:10]=[CH:11][CH:12]=1.[C:34](O[C:34]([O:36][C:37]([CH3:40])([CH3:39])[CH3:38])=[O:35])([O:36][C:37]([CH3:40])([CH3:39])[CH3:38])=[O:35], predict the reaction product. The product is: [F:1][C:2]1[C:3]([CH2:23][N:24]([CH3:25])[C:34](=[O:35])[O:36][C:37]([CH3:38])([CH3:39])[CH3:40])=[CH:4][N:5]([S:14]([C:17]2[CH:18]=[N:19][CH:20]=[CH:21][CH:22]=2)(=[O:16])=[O:15])[C:6]=1[C:7]1[C:8]([F:13])=[N:9][CH:10]=[CH:11][CH:12]=1. (4) Given the reactants [NH:1]1[CH:5]=[CH:4][N:3]=[CH:2]1.[H-].[Na+].[CH3:8][C:9]1[CH:37]=[CH:36][CH:35]=[C:34]([CH3:38])[C:10]=1/[CH:11]=[CH:12]/[N:13]1[CH:21]=[N:20][C:19]2[C:14]1=[N:15][C:16](Cl)=[N:17][C:18]=2[NH:22][C:23]1[CH:28]=[CH:27][C:26]([P:29]([CH3:32])([CH3:31])=[O:30])=[CH:25][CH:24]=1, predict the reaction product. The product is: [CH3:8][C:9]1[CH:37]=[CH:36][CH:35]=[C:34]([CH3:38])[C:10]=1/[CH:11]=[CH:12]/[N:13]1[CH:21]=[N:20][C:19]2[C:14]1=[N:15][C:16]([N:1]1[CH:5]=[CH:4][N:3]=[CH:2]1)=[N:17][C:18]=2[NH:22][C:23]1[CH:28]=[CH:27][C:26]([P:29]([CH3:32])([CH3:31])=[O:30])=[CH:25][CH:24]=1. (5) Given the reactants [CH2:1]([C:3]1[C:4]([CH2:16][O:17][C:18]2[CH:23]=[CH:22][C:21]([C:24]3[C:28]([CH3:29])=[C:27]([C:30]([O:32]CC)=[O:31])[N:26]([CH3:35])[N:25]=3)=[CH:20][C:19]=2[CH3:36])=[C:5]([N:9]2[C:13](=[O:14])[N:12]([CH3:15])[N:11]=[N:10]2)[CH:6]=[CH:7][CH:8]=1)[CH3:2].CC1C(COC2C=CC(C3C(C)=C(C(OCC)=O)N(C)N=3)=CC=2C)=C(N2C(=O)N(C)N=N2)C=CC=1, predict the reaction product. The product is: [CH3:35][N:26]1[C:27]([C:30]([OH:32])=[O:31])=[C:28]([CH3:29])[C:24]([C:21]2[CH:22]=[CH:23][C:18]([O:17][CH2:16][C:4]3[C:5]([N:9]4[C:13](=[O:14])[N:12]([CH3:15])[N:11]=[N:10]4)=[CH:6][CH:7]=[CH:8][C:3]=3[CH2:1][CH3:2])=[C:19]([CH3:36])[CH:20]=2)=[N:25]1. (6) Given the reactants [CH:1]([N:14]1[CH2:17][CH:16]([O:18][C:19]2[CH:26]=[CH:25][C:22]([C:23]#[N:24])=[C:21]([CH3:27])[CH:20]=2)[CH2:15]1)([C:8]1[CH:13]=[CH:12][CH:11]=[CH:10][CH:9]=1)[C:2]1[CH:7]=[CH:6][CH:5]=[CH:4][CH:3]=1.C(O[CH:33](N(C)C)[N:34]([CH3:36])[CH3:35])(C)(C)C, predict the reaction product. The product is: [CH:1]([N:14]1[CH2:17][CH:16]([O:18][C:19]2[CH:26]=[CH:25][C:22]([C:23]#[N:24])=[C:21](/[CH:27]=[CH:33]/[N:34]([CH3:36])[CH3:35])[CH:20]=2)[CH2:15]1)([C:8]1[CH:9]=[CH:10][CH:11]=[CH:12][CH:13]=1)[C:2]1[CH:7]=[CH:6][CH:5]=[CH:4][CH:3]=1. (7) Given the reactants [F:1][C:2]1[CH:7]=[CH:6][C:5]([CH:8]([N:16]2[CH2:21][CH2:20][N:19]([CH:22]([CH3:24])[CH3:23])[CH2:18][CH2:17]2)[CH2:9][N:10]2[CH2:15][CH2:14][NH:13][CH2:12][CH2:11]2)=[CH:4][CH:3]=1.Br[CH2:26][CH:27]=[CH:28][C:29]1[CH:34]=[CH:33][CH:32]=[CH:31][C:30]=1[C:35]1[CH:40]=[CH:39][CH:38]=[CH:37][CH:36]=1.C(N(C(C)C)CC)(C)C.C(=O)(O)[O-].[Na+], predict the reaction product. The product is: [F:1][C:2]1[CH:7]=[CH:6][C:5]([CH:8]([N:16]2[CH2:17][CH2:18][N:19]([CH:22]([CH3:24])[CH3:23])[CH2:20][CH2:21]2)[CH2:9][N:10]2[CH2:15][CH2:14][N:13]([CH2:26][CH:27]=[CH:28][C:29]3[CH:34]=[CH:33][CH:32]=[CH:31][C:30]=3[C:35]3[CH:40]=[CH:39][CH:38]=[CH:37][CH:36]=3)[CH2:12][CH2:11]2)=[CH:4][CH:3]=1. (8) Given the reactants C([NH:11][CH2:12][C:13](=[O:37])[CH2:14][CH2:15][C:16]([O:18][CH2:19][CH2:20][CH2:21][CH2:22][CH2:23][CH2:24][CH2:25][CH2:26][C:27]([O:29]CC1C=CC=CC=1)=[O:28])=[O:17])(OCC1C=CC=CC=1)=O.[ClH:38].[H][H], predict the reaction product. The product is: [ClH:38].[NH2:11][CH2:12][C:13](=[O:37])[CH2:14][CH2:15][C:16]([O:18][CH2:19][CH2:20][CH2:21][CH2:22][CH2:23][CH2:24][CH2:25][CH2:26][C:27]([OH:29])=[O:28])=[O:17].